This data is from Forward reaction prediction with 1.9M reactions from USPTO patents (1976-2016). The task is: Predict the product of the given reaction. (1) Given the reactants Cl[C:2]([O:4][C:5]1[CH:10]=[CH:9][C:8]([Cl:11])=[CH:7][CH:6]=1)=[O:3].[CH3:12][N:13]1[CH2:18][CH2:17][NH:16][CH2:15][CH2:14]1.[K+].[Br-], predict the reaction product. The product is: [Cl:11][C:8]1[CH:9]=[CH:10][C:5]([O:4][C:2]([N:16]2[CH2:17][CH2:18][N:13]([CH3:12])[CH2:14][CH2:15]2)=[O:3])=[CH:6][CH:7]=1. (2) Given the reactants OC([CH2:13][C:14]1[C:22]2[C:17](=[CH:18][CH:19]=[CH:20][CH:21]=2)NC=1)(C(O)=O)CC(=NO)C(O)=O.Cl.C(=O)([O-])[O-].[Na+].[Na+].O[C@](CC1C2C(=CC=CC=2)NC=1)(C(O)=O)CC(=[N:37]O)C(O)=O, predict the reaction product. The product is: [C:22]1([C@H:14]([NH2:37])[CH3:13])[CH:17]=[CH:18][CH:19]=[CH:20][CH:21]=1.